From a dataset of Full USPTO retrosynthesis dataset with 1.9M reactions from patents (1976-2016). Predict the reactants needed to synthesize the given product. Given the product [Cl:23][C:10]1[N:11]=[N:12][CH:13]=[C:8]([C:5]2[CH:6]=[CH:7][C:2]([F:1])=[CH:3][CH:4]=2)[C:9]=1[C:15]1[CH:20]=[CH:19][N:18]=[CH:17][CH:16]=1, predict the reactants needed to synthesize it. The reactants are: [F:1][C:2]1[CH:7]=[CH:6][C:5]([C:8]2[CH:13]=[N:12][NH:11][C:10](=O)[C:9]=2[C:15]2[CH:20]=[CH:19][N:18]=[CH:17][CH:16]=2)=[CH:4][CH:3]=1.O=P(Cl)(Cl)[Cl:23].